Dataset: Full USPTO retrosynthesis dataset with 1.9M reactions from patents (1976-2016). Task: Predict the reactants needed to synthesize the given product. (1) The reactants are: [C:1]([N:8]1[CH2:13][CH2:12][CH:11]([OH:14])[CH2:10][CH2:9]1)([O:3][C:4]([CH3:7])([CH3:6])[CH3:5])=[O:2].[F:15][C:16]1[CH:21]=[CH:20][CH:19]=[CH:18][C:17]=1O.C1(P(C2C=CC=CC=2)C2C=CC=CC=2)C=CC=CC=1.N(C(OCC)=O)=NC(OCC)=O.FC1C=CC=CC=1O[C@H]1CCN(C2N=NC(I)=CC=2)C1. Given the product [F:15][C:16]1[CH:21]=[CH:20][CH:19]=[CH:18][C:17]=1[O:14][CH:11]1[CH2:12][CH2:13][N:8]([C:1]([O:3][C:4]([CH3:7])([CH3:6])[CH3:5])=[O:2])[CH2:9][CH2:10]1, predict the reactants needed to synthesize it. (2) Given the product [CH3:4][C:5]1[C:13]2[C:8](=[CH:9][CH:10]=[C:11]([CH3:36])[C:12]=2[C:14]2[N:15]=[C:16]([OH:34])[C:17]3[CH2:23][N:22]([C:24]4[CH:29]=[C:28]([CH:30]([CH3:31])[CH3:32])[CH:27]=[CH:26][C:25]=4[CH3:33])[CH2:21][CH2:20][C:18]=3[N:19]=2)[NH:7][N:6]=1, predict the reactants needed to synthesize it. The reactants are: C(O)C.[CH3:4][C:5]1[C:13]2[C:8](=[CH:9][CH:10]=[C:11]([CH3:36])[C:12]=2[C:14]2[N:15]=[C:16]([O:34]C)[C:17]3[CH2:23][N:22]([C:24]4[CH:29]=[C:28]([CH:30]([CH3:32])[CH3:31])[CH:27]=[CH:26][C:25]=4[CH3:33])[CH2:21][CH2:20][C:18]=3[N:19]=2)[NH:7][N:6]=1.Cl. (3) Given the product [Cl:18][C:15]1[CH:16]=[CH:17][C:12]([S:9]([NH:8][C:7]2[C:2]([C:30]([C:31]3[C:32]([CH3:37])=[N:33][CH:34]=[CH:35][CH:36]=3)=[O:38])=[N:3][CH:4]=[C:5]([Cl:26])[CH:6]=2)(=[O:10])=[O:11])=[CH:13][C:14]=1[C:19]([F:21])([F:22])[F:20], predict the reactants needed to synthesize it. The reactants are: Br[C:2]1[C:7]([N:8](COC)[S:9]([C:12]2[CH:17]=[CH:16][C:15]([Cl:18])=[C:14]([C:19]([F:22])([F:21])[F:20])[CH:13]=2)(=[O:11])=[O:10])=[CH:6][C:5]([Cl:26])=[CH:4][N:3]=1.CON(C)[C:30](=[O:38])[C:31]1[CH:36]=[CH:35][CH:34]=[N:33][C:32]=1[CH3:37]. (4) The reactants are: C([O:8][C:9]1[CH:14]=[CH:13][C:12]([N:15]2[C:19]([CH3:20])=[C:18]([C:21]([NH:23][C@H:24]3[CH2:29][CH2:28][CH2:27][CH2:26][C@H:25]3[N:30]([CH3:32])[CH3:31])=[O:22])[N:17]=[C:16]2[C:33]2[CH:38]=[CH:37][C:36]([Cl:39])=[CH:35][C:34]=2[Cl:40])=[CH:11][CH:10]=1)C1C=CC=CC=1.CSC.B(F)(F)F.O. Given the product [Cl:40][C:34]1[CH:35]=[C:36]([Cl:39])[CH:37]=[CH:38][C:33]=1[C:16]1[N:15]([C:12]2[CH:13]=[CH:14][C:9]([OH:8])=[CH:10][CH:11]=2)[C:19]([CH3:20])=[C:18]([C:21]([NH:23][C@H:24]2[CH2:29][CH2:28][CH2:27][CH2:26][C@H:25]2[N:30]([CH3:31])[CH3:32])=[O:22])[N:17]=1, predict the reactants needed to synthesize it. (5) Given the product [NH2:1][C:2]1[N:6]([CH2:7][CH2:8][Cl:32])[N:5]=[CH:4][C:3]=1[C:10]#[N:11], predict the reactants needed to synthesize it. The reactants are: [NH2:1][C:2]1[N:6]([CH2:7][CH2:8]O)[N:5]=[CH:4][C:3]=1[C:10]#[N:11].C1(P(C2C=CC=CC=2)C2C=CC=CC=2)C=CC=CC=1.C(Cl)(Cl)(Cl)[Cl:32]. (6) Given the product [Cl:1][C:2]1[CH:7]=[CH:6][CH:5]=[CH:4][C:3]=1[S:8]([N:11]1[CH2:16][CH2:15][CH2:14][CH:13]([C:17]([N:29]2[CH2:30][CH2:31][CH2:32][CH:28]2[C:24]2[CH:23]=[C:22]([CH3:21])[CH:27]=[CH:26][CH:25]=2)=[O:19])[CH2:12]1)(=[O:9])=[O:10], predict the reactants needed to synthesize it. The reactants are: [Cl:1][C:2]1[CH:7]=[CH:6][CH:5]=[CH:4][C:3]=1[S:8]([N:11]1[CH2:16][CH2:15][CH2:14][CH:13]([C:17]([O-:19])=O)[CH2:12]1)(=[O:10])=[O:9].[Li+].[CH3:21][C:22]1[CH:23]=[C:24]([CH:28]2[CH2:32][CH2:31][CH2:30][NH:29]2)[CH:25]=[CH:26][CH:27]=1.CCN(C(C)C)C(C)C.CN(C(ON1N=NC2C=CC=NC1=2)=[N+](C)C)C.F[P-](F)(F)(F)(F)F.